From a dataset of Forward reaction prediction with 1.9M reactions from USPTO patents (1976-2016). Predict the product of the given reaction. (1) Given the reactants N[C:2]1[CH:6]=[CH:5][NH:4]N=1.C[O:8][C:9](=O)[C:10]1[CH:15]=[CH:14][C:13]([O:16][CH3:17])=[CH:12][CH:11]=1.[H-].[Na+].C(#N)CC, predict the reaction product. The product is: [CH3:17][O:16][C:13]1[CH:14]=[CH:15][C:10]([C:9](=[O:8])[CH:6]([CH3:2])[C:5]#[N:4])=[CH:11][CH:12]=1. (2) Given the reactants [CH3:1][C:2]([CH3:17])([CH2:7][C:8]1[CH:13]=[CH:12][C:11]([N+:14]([O-])=O)=[CH:10][CH:9]=1)[C:3]([O:5][CH3:6])=[O:4], predict the reaction product. The product is: [NH2:14][C:11]1[CH:10]=[CH:9][C:8]([CH2:7][C:2]([CH3:17])([CH3:1])[C:3]([O:5][CH3:6])=[O:4])=[CH:13][CH:12]=1. (3) Given the reactants Cl.[F:2][C:3]([F:16])([F:15])[C:4]1[NH:5][C:6]2[C:11]([CH:12]=1)=[CH:10][C:9]([CH2:13][NH2:14])=[CH:8][CH:7]=2.[F:17][C:18]([F:29])([F:28])[C:19]1[CH:27]=CC(C(O)=O)=CN=1.C([N:33](C(C)C)CC)(C)C.CCCP(=O)=O.[O:45]1[CH2:49][CH2:48][CH2:47][CH2:46]1, predict the reaction product. The product is: [F:16][C:3]([F:2])([F:15])[C:4]1[NH:5][C:6]2[C:11]([CH:12]=1)=[CH:10][C:9]([CH2:13][NH:14][C:46]([C:47]1[CH:48]=[CH:49][C:19]([C:18]([F:29])([F:28])[F:17])=[CH:27][N:33]=1)=[O:45])=[CH:8][CH:7]=2.